From a dataset of NCI-60 drug combinations with 297,098 pairs across 59 cell lines. Regression. Given two drug SMILES strings and cell line genomic features, predict the synergy score measuring deviation from expected non-interaction effect. Drug 1: C1C(C(OC1N2C=NC3=C(N=C(N=C32)Cl)N)CO)O. Drug 2: CCN(CC)CCCC(C)NC1=C2C=C(C=CC2=NC3=C1C=CC(=C3)Cl)OC. Cell line: SF-268. Synergy scores: CSS=15.3, Synergy_ZIP=-5.16, Synergy_Bliss=-2.44, Synergy_Loewe=-3.22, Synergy_HSA=-0.718.